From a dataset of Human Reference Interactome with 51,813 positive PPI pairs across 8,248 proteins, plus equal number of experimentally-validated negative pairs. Binary Classification. Given two protein amino acid sequences, predict whether they physically interact or not. (1) Protein 1 (ENSG00000057704) has sequence MPGSDTALTVDRTYSYPGRHHRCKSRVERHDMNTLSLPLNIRRGGSDTNLNFDVPDGILDFHKVKLTADSLKQKILKVTEQIKIEQTSRDGNVAEYLKLVNNADKQQAGRIKQVFEKKNQKSAHSIAQLQKKLEQYHRKLREIEQNGASRSSKDISKDHLKDIHRSLKDAHVKSRTAPHCMESSKSGMPGVSLTPPVFVFNKSREFANLIRNKFGSADNIAHLKNSLEEFRPEASARAYGGSATIVNKPKYGSDDECSSGTSGSADSNGNQSFGAGGASTLDSQGKLAVILEELREIKDT.... Protein 2 (ENSG00000170190) has sequence MPQALERADGSWAWVVLLATMVTQGLTLGFPTCIGIFFTELQWEFQASNSETSWFPSILTAVLHMAGPLCSILVGRFGCRVTVMLGGVLASLGMVASSFSHNLSQLYFTAGFITGLGMCFSFQSSITVLGFYFVRRRVLANALASMGVSLGITLWPLLSRYLLENLGWRGTFLVFGGIFLHCCICGAIIRPVATSVAPETKECPPPPPETPALGCLAACGRTIQRHLAFDILRHNTGYCVYILGVMWSVLGFPLPQVFLVPYAMWHSVDEQQAALLISIIGFSNIFLRPLAGLMAGRPAF.... Result: 0 (the proteins do not interact). (2) Protein 1 (ENSG00000161031) has sequence MAQGVLWILLGLLLWSDPGTASLPLLMDSVIQALAELEQKVPAAKTRHTASAWLMSAPNSGPHNRLYHFLLGAWSLNATELDPCPLSPELLGLTKEVARHDVREGKEYGVVLAPDGSTVAVEPLLAGLEAGLQGRRVINLPLDSMAAPWETGDTFPDVVAIAPDVRATSSPGLRDGSPDVTTADIGANTPDATKGCPDVQASLPDAKAKSPPTMVDSLLAVTLAGNLGLTFLRGSQTQSHPDLGTEGCWDQLSAPRTFTLLDPKASLLTMAFLNGALDGVILGDYLSRTPEPRPSLSHLL.... Protein 2 (ENSG00000166881) has sequence MAGGMKVAVSPAVGPGPWGSGVGGGGTVRLLLILSGCLVYGTAETDVNVVMLQESQVCEKRASQQFCYTNVLIPKWHDIWTRIQIRVNSSRLVRVTQVENEEKLKELEQFSIWNFFSSFLKEKLNDTYVNVGLYSTKTCLKVEIIEKDTKYSVIVIRRFDPKLFLVFLLGLMLFFCGDLLSRSQIFYYSTGMTVGIVASLLIIIFILSKFMPKKSPIYVILVGGWSFSLYLIQLVFKNLQEIWRCYWQYLLSYVLTVGFMSFAVCYKYGPLENERSINLLTWTLQLMGLCFMYSGIQIPH.... Result: 0 (the proteins do not interact).